This data is from CYP1A2 inhibition data for predicting drug metabolism from PubChem BioAssay. The task is: Regression/Classification. Given a drug SMILES string, predict its absorption, distribution, metabolism, or excretion properties. Task type varies by dataset: regression for continuous measurements (e.g., permeability, clearance, half-life) or binary classification for categorical outcomes (e.g., BBB penetration, CYP inhibition). Dataset: cyp1a2_veith. (1) The molecule is COC(=O)C1=C(CSc2nncn2C)NC(=O)NC1c1ccc(F)cc1. The result is 0 (non-inhibitor). (2) The compound is CC(C)[C@@H]1NC(=O)[C@H](CCCCN)NC(=O)[C@H](Cc2c[nH]c3ccccc23)NC(=O)[C@H](Cc2ccc(O)cc2)NC(=O)[C@H](C)N(C)C(=O)[C@H](Cc2ccccc2)NC1=O. The result is 0 (non-inhibitor). (3) The result is 1 (inhibitor). The compound is Clc1ccc(-c2ccnc(Oc3cc(Cl)ccc3Cl)n2)cc1. (4) The molecule is O=S(=O)(N/N=C\C=C\c1ccccc1)c1ccc(Br)cc1. The result is 1 (inhibitor). (5) The molecule is COC(=O)c1[nH]c2cc(OC)ccc2c1NC(=O)c1ccc2c(c1)OCO2. The result is 1 (inhibitor).